The task is: Regression. Given two drug SMILES strings and cell line genomic features, predict the synergy score measuring deviation from expected non-interaction effect.. This data is from NCI-60 drug combinations with 297,098 pairs across 59 cell lines. (1) Drug 1: C1=NC2=C(N1)C(=S)N=C(N2)N. Drug 2: C(CCl)NC(=O)N(CCCl)N=O. Cell line: KM12. Synergy scores: CSS=44.2, Synergy_ZIP=-1.46, Synergy_Bliss=-3.27, Synergy_Loewe=-23.3, Synergy_HSA=-3.08. (2) Drug 1: C1C(C(OC1N2C=C(C(=O)NC2=O)F)CO)O. Drug 2: C1=CC=C(C(=C1)C(C2=CC=C(C=C2)Cl)C(Cl)Cl)Cl. Cell line: U251. Synergy scores: CSS=13.0, Synergy_ZIP=-6.82, Synergy_Bliss=2.78, Synergy_Loewe=-22.2, Synergy_HSA=-0.416. (3) Cell line: K-562. Drug 2: CN(CCCl)CCCl.Cl. Synergy scores: CSS=42.2, Synergy_ZIP=-3.71, Synergy_Bliss=-4.93, Synergy_Loewe=-8.62, Synergy_HSA=-2.95. Drug 1: C1=NC2=C(N1)C(=S)N=C(N2)N.